Dataset: Forward reaction prediction with 1.9M reactions from USPTO patents (1976-2016). Task: Predict the product of the given reaction. The product is: [I-:1].[F:24][C:25]1[CH:26]=[CH:27][C:28]2[S:32][C:31]([CH:33]=[C:7]3[C:6]4[C:11](=[CH:12][CH:13]=[C:4]([O:3][CH3:2])[CH:5]=4)[N:10]([CH3:14])[C:9]([C:15]4[CH:16]=[CH:17][CH:18]=[CH:19][CH:20]=4)=[N:8]3)=[N+:30]([CH3:34])[C:29]=2[CH:35]=1. Given the reactants [I-:1].[CH3:2][O:3][C:4]1[CH:5]=[C:6]2[C:11](=[CH:12][CH:13]=1)[N+:10]([CH3:14])=[C:9]([C:15]1[CH:20]=[CH:19][CH:18]=[CH:17][CH:16]=1)[N:8]=[C:7]2SC.[I-].[F:24][C:25]1[CH:26]=[CH:27][C:28]2[S:32][C:31]([CH3:33])=[N+:30]([CH3:34])[C:29]=2[CH:35]=1.C(N(CC)CC)C, predict the reaction product.